The task is: Predict the product of the given reaction.. This data is from Forward reaction prediction with 1.9M reactions from USPTO patents (1976-2016). (1) Given the reactants N1C2C(=CC=CC=2)C=C1C1C2C(=NC=CC=2)NN=1.[Br:19][C:20]1[CH:21]=[CH:22][C:23]([F:26])=[N:24][CH:25]=1.[Li+].CC([N-]C(C)C)C.[CH:35](N1CCCCC1)=[O:36], predict the reaction product. The product is: [Br:19][C:20]1[CH:25]=[N:24][C:23]([F:26])=[C:22]([CH:21]=1)[CH:35]=[O:36]. (2) Given the reactants [SH:1][C:2]1[N:6]([CH2:7][C:8]([O:10]C)=[O:9])[C:5]2[CH:12]=[CH:13][CH:14]=[CH:15][C:4]=2[N:3]=1.CO.[Li+].[OH-].Cl, predict the reaction product. The product is: [SH:1][C:2]1[N:6]([CH2:7][C:8]([OH:10])=[O:9])[C:5]2[CH:12]=[CH:13][CH:14]=[CH:15][C:4]=2[N:3]=1. (3) Given the reactants [C:1]([C:3]1[CH:8]=[CH:7][C:6]([CH2:9][CH2:10][N:11]2[CH2:18][CH2:17][C:14]3([CH2:16][O:15]3)[CH2:13][CH2:12]2)=[CH:5][CH:4]=1)#[N:2].[OH:19][C:20]1[CH:29]=[CH:28][C:23]([C:24]([O:26][CH3:27])=[O:25])=[CH:22][CH:21]=1, predict the reaction product. The product is: [C:1]([C:3]1[CH:4]=[CH:5][C:6]([CH2:9][CH2:10][N:11]2[CH2:18][CH2:17][C:14]([CH2:16][O:19][C:20]3[CH:21]=[CH:22][C:23]([C:24]([O:26][CH3:27])=[O:25])=[CH:28][CH:29]=3)([OH:15])[CH2:13][CH2:12]2)=[CH:7][CH:8]=1)#[N:2]. (4) Given the reactants [NH2:1][C:2]1[S:3][C:4]2[C:9]([N:10]=1)=[CH:8][CH:7]=[C:6]([N:11]([CH3:26])[C:12]1[CH:13]=[CH:14][C:15]([F:25])=[C:16]([NH:18][C:19](=[O:24])[C:20]([F:23])([F:22])[F:21])[CH:17]=1)[N:5]=2.[CH:27]1([C:30](Cl)=[O:31])[CH2:29][CH2:28]1, predict the reaction product. The product is: [F:25][C:15]1[CH:14]=[CH:13][C:12]([N:11]([CH3:26])[C:6]2[N:5]=[C:4]3[S:3][C:2]([NH:1][C:30]([CH:27]4[CH2:29][CH2:28]4)=[O:31])=[N:10][C:9]3=[CH:8][CH:7]=2)=[CH:17][C:16]=1[NH:18][C:19](=[O:24])[C:20]([F:22])([F:21])[F:23]. (5) Given the reactants [F:1][C:2]1[CH:7]=[CH:6][C:5]([S:8]([N:11]([CH2:16][C:17]([O:19]C)=[O:18])[CH2:12][CH2:13][O:14][CH3:15])(=[O:10])=[O:9])=[CH:4][CH:3]=1.[Li+].[OH-].O.Cl, predict the reaction product. The product is: [F:1][C:2]1[CH:3]=[CH:4][C:5]([S:8]([N:11]([CH2:16][C:17]([OH:19])=[O:18])[CH2:12][CH2:13][O:14][CH3:15])(=[O:10])=[O:9])=[CH:6][CH:7]=1. (6) The product is: [F:12][C:10]1[C:9]([CH3:13])=[C:8]2[C:3]([C:4](=[O:23])[C:5]([C:18]([O:20][CH2:21][CH3:22])=[O:19])=[CH:6][N:7]2[C@@H:14]2[CH2:16][C@@H:15]2[F:17])=[C:2]([OH:25])[CH:11]=1. Given the reactants N[C:2]1[CH:11]=[C:10]([F:12])[C:9]([CH3:13])=[C:8]2[C:3]=1[C:4](=[O:23])[C:5]([C:18]([O:20][CH2:21][CH3:22])=[O:19])=[CH:6][N:7]2[C@@H:14]1[CH2:16][C@@H:15]1[F:17].N([O-])=[O:25].[Na+].NC(N)=O.C(Cl)(Cl)Cl, predict the reaction product. (7) Given the reactants [Br:1][C:2]1[CH:15]=[CH:14][C:13]2[O:12][C:11]3[C:6](=[CH:7][C:8]([O:16][CH3:17])=[CH:9][CH:10]=3)[C:5](=O)[C:4]=2[CH:3]=1.[CH2:19]1COC[CH2:20]1.C([Mg]Br)C.CC1C=CC(S(O)(=O)=O)=CC=1.N1C=CC=CC=1, predict the reaction product. The product is: [Br:1][C:2]1[CH:15]=[CH:14][C:13]2[O:12][C:11]3[C:6](=[CH:7][C:8]([O:16][CH3:17])=[CH:9][CH:10]=3)[C:5](=[CH:19][CH3:20])[C:4]=2[CH:3]=1.